Regression. Given two drug SMILES strings and cell line genomic features, predict the synergy score measuring deviation from expected non-interaction effect. From a dataset of NCI-60 drug combinations with 297,098 pairs across 59 cell lines. Drug 1: CCCS(=O)(=O)NC1=C(C(=C(C=C1)F)C(=O)C2=CNC3=C2C=C(C=N3)C4=CC=C(C=C4)Cl)F. Drug 2: C1=NC2=C(N1)C(=S)N=C(N2)N. Cell line: LOX IMVI. Synergy scores: CSS=62.6, Synergy_ZIP=1.46, Synergy_Bliss=1.25, Synergy_Loewe=2.36, Synergy_HSA=6.26.